The task is: Predict which catalyst facilitates the given reaction.. This data is from Catalyst prediction with 721,799 reactions and 888 catalyst types from USPTO. (1) Reactant: Br[C:2]1[C:3]([N:9]([CH2:16][CH:17]([CH3:19])[CH3:18])[CH2:10][CH2:11][C:12]([NH:14][CH3:15])=[O:13])=[N:4][C:5]([Cl:8])=[N:6][CH:7]=1.C(=O)([O-])[O-].[Cs+].[Cs+].CC1(C)C2C(=C(P(C3C=CC=CC=3)C3C=CC=CC=3)C=CC=2)OC2C(P(C3C=CC=CC=3)C3C=CC=CC=3)=CC=CC1=2. Product: [Cl:8][C:5]1[N:4]=[C:3]2[C:2]([N:14]([CH3:15])[C:12](=[O:13])[CH2:11][CH2:10][N:9]2[CH2:16][CH:17]([CH3:19])[CH3:18])=[CH:7][N:6]=1. The catalyst class is: 62. (2) Reactant: [CH2:1]([NH:3][C:4]1[C:9]([CH:10]=O)=[CH:8][N:7]=[C:6]([NH:12][C:13]2[CH:18]=[CH:17][CH:16]=[CH:15][CH:14]=2)[N:5]=1)[CH3:2].[C:19]([CH:24]=P(C1C=CC=CC=1)(C1C=CC=CC=1)C1C=CC=CC=1)([O:21][CH2:22][CH3:23])=[O:20]. Product: [CH2:1]([NH:3][C:4]1[C:9]([CH:10]=[CH:24][C:19]([O:21][CH2:22][CH3:23])=[O:20])=[CH:8][N:7]=[C:6]([NH:12][C:13]2[CH:18]=[CH:17][CH:16]=[CH:15][CH:14]=2)[N:5]=1)[CH3:2]. The catalyst class is: 7. (3) Reactant: Br[CH2:2][CH2:3][CH2:4][C:5]#[N:6].[CH3:7][O:8][C:9]1[CH:14]=[CH:13][C:12]([C:15]2[C:23]3[C:22]([O:24][CH:25]4[CH2:30][CH2:29][CH2:28][NH:27][CH2:26]4)=[N:21][CH:20]=[N:19][C:18]=3[O:17][C:16]=2[C:31]2[CH:36]=[CH:35][CH:34]=[CH:33][CH:32]=2)=[CH:11][CH:10]=1.C(N(C(C)C)CC)(C)C.[I-].[K+]. Product: [CH3:7][O:8][C:9]1[CH:10]=[CH:11][C:12]([C:15]2[C:23]3[C:22]([O:24][CH:25]4[CH2:30][CH2:29][CH2:28][N:27]([CH2:2][CH2:3][CH2:4][C:5]#[N:6])[CH2:26]4)=[N:21][CH:20]=[N:19][C:18]=3[O:17][C:16]=2[C:31]2[CH:36]=[CH:35][CH:34]=[CH:33][CH:32]=2)=[CH:13][CH:14]=1. The catalyst class is: 266. (4) Reactant: [CH3:1][C:2]1[NH:6][N:5]=[C:4]([C:7]2[CH:12]=[CH:11][C:10]([CH3:13])=[C:9]([N+:14]([O-])=O)[CH:8]=2)[CH:3]=1. Product: [CH3:13][C:10]1[CH:11]=[CH:12][C:7]([C:4]2[NH:5][N:6]=[C:2]([CH3:1])[CH:3]=2)=[CH:8][C:9]=1[NH2:14]. The catalyst class is: 29.